This data is from Forward reaction prediction with 1.9M reactions from USPTO patents (1976-2016). The task is: Predict the product of the given reaction. (1) Given the reactants CS([O:5][CH2:6][CH2:7][O:8][CH2:9][CH2:10][O:11][CH2:12][CH2:13][N:14]=[N+:15]=[N-:16])(=O)=O.[C:17]([O-])(=[S:19])[CH3:18].[K+], predict the reaction product. The product is: [C:17]([O:5][CH2:6][CH2:7][O:8][CH2:9][CH2:10][O:11][CH2:12][CH2:13][N:14]=[N+:15]=[N-:16])(=[S:19])[CH3:18]. (2) Given the reactants [CH:1]1([CH2:4][N:5]([CH2:29][CH:30]2[CH2:35][CH2:34][O:33][CH2:32][CH2:31]2)[C:6]2[C:7]([CH2:27][CH3:28])=[N:8][N:9]3[C:14]([C:15]4[C:20]([O:21][CH3:22])=[CH:19][C:18]([CH2:23][OH:24])=[CH:17][C:16]=4[O:25][CH3:26])=[CH:13][CH:12]=[CH:11][C:10]=23)[CH2:3][CH2:2]1.[CH3:36]N1C=CN=C1.C1(C)C=CC(S(Cl)(=O)=O)=CC=1.C[O-].[Na+], predict the reaction product. The product is: [CH:1]1([CH2:4][N:5]([CH2:29][CH:30]2[CH2:35][CH2:34][O:33][CH2:32][CH2:31]2)[C:6]2[C:7]([CH2:27][CH3:28])=[N:8][N:9]3[C:14]([C:15]4[C:16]([O:25][CH3:26])=[CH:17][C:18]([CH2:23][O:24][CH3:36])=[CH:19][C:20]=4[O:21][CH3:22])=[CH:13][CH:12]=[CH:11][C:10]=23)[CH2:3][CH2:2]1.